This data is from Forward reaction prediction with 1.9M reactions from USPTO patents (1976-2016). The task is: Predict the product of the given reaction. (1) Given the reactants [Cl:1][C:2]1[N:7]=[C:6]([N:8]([C:24]([O:26][C:27]([CH3:30])([CH3:29])[CH3:28])=[O:25])[N:9]([C:17]([O:19][C:20]([CH3:23])([CH3:22])[CH3:21])=[O:18])[C:10]([O:12][C:13]([CH3:16])([CH3:15])[CH3:14])=[O:11])[C:5]([F:31])=[C:4](Cl)[N:3]=1.C(N(CC)CC)C.[S:40]1[CH:44]=[CH:43][C:42]([CH2:45][CH2:46][NH2:47])=[CH:41]1, predict the reaction product. The product is: [Cl:1][C:2]1[N:7]=[C:6]([N:8]([C:24]([O:26][C:27]([CH3:28])([CH3:30])[CH3:29])=[O:25])[N:9]([C:17]([O:19][C:20]([CH3:21])([CH3:22])[CH3:23])=[O:18])[C:10]([O:12][C:13]([CH3:14])([CH3:16])[CH3:15])=[O:11])[C:5]([F:31])=[C:4]([NH:47][CH2:46][CH2:45][C:42]2[CH:43]=[CH:44][S:40][CH:41]=2)[N:3]=1. (2) The product is: [F:1][C:2]1([F:33])[O:6][C:5]2[CH:7]=[CH:8][C:9]([C:11]3([C:14]([NH:16][C:17]4[CH:22]=[CH:21][C:20]([CH3:23])=[C:19]([C:35]5[CH:46]=[CH:45][C:38]6[C:39](=[O:44])[NH:40][S:41](=[O:42])(=[O:43])[C:37]=6[CH:36]=5)[CH:18]=4)=[O:15])[CH2:12][CH2:13]3)=[CH:10][C:4]=2[O:3]1. Given the reactants [F:1][C:2]1([F:33])[O:6][C:5]2[CH:7]=[CH:8][C:9]([C:11]3([C:14]([NH:16][C:17]4[CH:22]=[CH:21][C:20]([CH3:23])=[C:19](B5OC(C)(C)C(C)(C)O5)[CH:18]=4)=[O:15])[CH2:13][CH2:12]3)=[CH:10][C:4]=2[O:3]1.Br[C:35]1[CH:46]=[CH:45][C:38]2[C:39](=[O:44])[NH:40][S:41](=[O:43])(=[O:42])[C:37]=2[CH:36]=1.C([O-])([O-])=O.[Na+].[Na+], predict the reaction product. (3) Given the reactants Cl[C:2]([C:5]1[C:6]([Cl:11])=[N:7][CH:8]=[CH:9][CH:10]=1)=[N:3][OH:4].[CH3:12][O:13][C:14](=[O:18])[C:15]#[C:16][CH3:17].C(N(CC)CC)C, predict the reaction product. The product is: [CH3:12][O:13][C:14]([C:15]1[C:2]([C:5]2[C:6]([Cl:11])=[N:7][CH:8]=[CH:9][CH:10]=2)=[N:3][O:4][C:16]=1[CH3:17])=[O:18]. (4) Given the reactants [C:1]1([C:7]2[CH:14]=[CH:13][C:10]([C:11]#[N:12])=[CH:9][CH:8]=2)[CH2:6][CH2:5][CH2:4][CH2:3][CH:2]=1, predict the reaction product. The product is: [CH:1]1([C:7]2[CH:8]=[CH:9][C:10]([C:11]#[N:12])=[CH:13][CH:14]=2)[CH2:2][CH2:3][CH2:4][CH2:5][CH2:6]1. (5) Given the reactants F[C:2]1[CH:9]=[CH:8][C:5]([C:6]#[N:7])=[C:4]([C:10]([F:13])([F:12])[F:11])[CH:3]=1.[CH3:14][CH:15]1[CH2:19][CH2:18][CH2:17][NH:16]1, predict the reaction product. The product is: [CH3:14][CH:15]1[CH2:19][CH2:18][CH2:17][N:16]1[C:2]1[CH:9]=[CH:8][C:5]([C:6]#[N:7])=[C:4]([C:10]([F:13])([F:12])[F:11])[CH:3]=1. (6) Given the reactants [CH:1]1([CH2:4][N:5]2[C:9]3[CH:10]=[CH:11][C:12]([S:14]([C:17]([CH3:22])([CH3:21])[C:18](O)=[O:19])(=[O:16])=[O:15])=[CH:13][C:8]=3[N:7]=[C:6]2[CH2:23][C:24]([CH3:27])([CH3:26])[CH3:25])[CH2:3][CH2:2]1.S(Cl)([Cl:30])=O, predict the reaction product. The product is: [ClH:30].[CH:1]1([CH2:4][N:5]2[C:9]3[CH:10]=[CH:11][C:12]([S:14]([C:17]([CH3:22])([CH3:21])[C:18]([Cl:30])=[O:19])(=[O:16])=[O:15])=[CH:13][C:8]=3[N:7]=[C:6]2[CH2:23][C:24]([CH3:27])([CH3:26])[CH3:25])[CH2:3][CH2:2]1.